This data is from Forward reaction prediction with 1.9M reactions from USPTO patents (1976-2016). The task is: Predict the product of the given reaction. (1) The product is: [N+:10]([C:9]1[C:2]([NH:13][C:14]2[CH:15]=[C:16]([CH3:20])[CH:17]=[CH:18][CH:19]=2)=[C:3]([CH:6]=[CH:7][CH:8]=1)[C:4]#[N:5])([O-:12])=[O:11]. Given the reactants F[C:2]1[C:9]([N+:10]([O-:12])=[O:11])=[CH:8][CH:7]=[CH:6][C:3]=1[C:4]#[N:5].[NH2:13][C:14]1[CH:19]=[CH:18][CH:17]=[C:16]([CH3:20])[CH:15]=1.C(N(CC)C(C)C)(C)C, predict the reaction product. (2) Given the reactants [C:1]([Cl:5])(Cl)(Cl)[Cl:2].[Cl:6][C:7]1[CH:12]=[C:11]([Cl:13])[CH:10]=[CH:9][C:8]=1[C:14](=O)[C:15]([O:17][CH2:18][CH3:19])=[O:16].C1(P(C2C=CC=CC=2)C2C=CC=CC=2)C=CC=CC=1.O, predict the reaction product. The product is: [Cl:2][C:1]([Cl:5])=[C:14]([C:8]1[CH:9]=[CH:10][C:11]([Cl:13])=[CH:12][C:7]=1[Cl:6])[C:15]([O:17][CH2:18][CH3:19])=[O:16]. (3) Given the reactants C([O:3][C:4](=O)[C:5]([OH:19])([C:15]([F:18])([F:17])[F:16])[CH2:6][CH:7]([C:9]1[CH:14]=[CH:13][CH:12]=[CH:11][CH:10]=1)[CH3:8])C.[H-].[Al+3].[Li+].[H-].[H-].[H-].O, predict the reaction product. The product is: [C:9]1([CH:7]([CH3:8])[CH2:6][C:5]([C:15]([F:16])([F:17])[F:18])([OH:19])[CH2:4][OH:3])[CH:10]=[CH:11][CH:12]=[CH:13][CH:14]=1. (4) Given the reactants O=[C:2]([C:8]1[C:25]2[C:26]3[C:31]4[C:10](=[CH:11][CH:12]=[C:13]5[C:30]=4[C:29]4[C:16](=[CH:17][CH:18]=[C:19]6[C:28]=4[C:27]=3[C:22](=[CH:23][CH:24]=2)[CH:21]=[CH:20]6)[CH:15]=[CH:14]5)[CH:9]=1)[CH2:3][CH2:4][C:5]([OH:7])=[O:6].NN.[OH-].[Na+], predict the reaction product. The product is: [C:8]1([CH2:2][CH2:3][CH2:4][C:5]([OH:7])=[O:6])[C:25]2[C:26]3[C:31]4[C:10](=[CH:11][CH:12]=[C:13]5[C:30]=4[C:29]4[C:16](=[CH:17][CH:18]=[C:19]6[C:28]=4[C:27]=3[C:22](=[CH:23][CH:24]=2)[CH:21]=[CH:20]6)[CH:15]=[CH:14]5)[CH:9]=1.